This data is from Forward reaction prediction with 1.9M reactions from USPTO patents (1976-2016). The task is: Predict the product of the given reaction. (1) The product is: [CH2:1]([O:8][CH2:9][N:10]1[C:18]2[C:17]([NH2:19])=[N:16][C:15]([CH2:20][CH2:21][CH2:22][CH3:23])=[N:14][C:13]=2[C:12]([C:30]#[C:29][CH2:28][CH2:27][CH2:26][Cl:25])=[CH:11]1)[C:2]1[CH:7]=[CH:6][CH:5]=[CH:4][CH:3]=1. Given the reactants [CH2:1]([O:8][CH2:9][N:10]1[C:18]2[C:17]([NH2:19])=[N:16][C:15]([CH2:20][CH2:21][CH2:22][CH3:23])=[N:14][C:13]=2[C:12](I)=[CH:11]1)[C:2]1[CH:7]=[CH:6][CH:5]=[CH:4][CH:3]=1.[Cl:25][CH2:26][CH2:27][CH2:28][C:29]#[CH:30].C(N(CC)CC)C, predict the reaction product. (2) Given the reactants [OH:1][C:2]1[CH:7]=[CH:6][CH:5]=[CH:4][C:3]=1[C:8]([F:11])([F:10])[F:9].[Br:12]Br.S([O-])([O-])(=O)=S.[Na+].[Na+], predict the reaction product. The product is: [Br:12][C:5]1[CH:6]=[CH:7][C:2]([OH:1])=[C:3]([C:8]([F:9])([F:10])[F:11])[CH:4]=1. (3) Given the reactants [CH3:1][C:2]1([CH3:16])[C:6]([CH3:8])([CH3:7])[O:5][B:4]([C:9]2[CH:14]=[CH:13][CH:12]=[CH:11][C:10]=2[NH2:15])[O:3]1.[N+:17]([CH2:20][CH2:21]OC(=O)C1C=CC=CC=1)([O-:19])=[O:18].CN1CCOCC1, predict the reaction product. The product is: [N+:17]([CH2:20][CH2:21][NH:15][C:10]1[CH:11]=[CH:12][CH:13]=[CH:14][C:9]=1[B:4]1[O:3][C:2]([CH3:16])([CH3:1])[C:6]([CH3:7])([CH3:8])[O:5]1)([O-:19])=[O:18]. (4) Given the reactants [C:1]([Si:5]([CH3:21])([CH3:20])[O:6][CH2:7][C:8]1[S:9][C:10]([C:13]([O:15][Si](C)(C)C)=[CH2:14])=[CH:11][CH:12]=1)([CH3:4])([CH3:3])[CH3:2].C([O:25][C@@H:26]1[C@@H:29]([C@H:30]([O:32][Si:33]([C:36]([CH3:39])([CH3:38])[CH3:37])([CH3:35])[CH3:34])[CH3:31])[C:28](=O)[NH:27]1)(=O)C, predict the reaction product. The product is: [Si:33]([O:32][C@@H:30]([C@@H:29]1[C@@H:28]([CH2:15][C:13]([C:10]2[S:9][C:8]([CH2:7][O:6][Si:5]([C:1]([CH3:2])([CH3:3])[CH3:4])([CH3:20])[CH3:21])=[CH:12][CH:11]=2)=[O:14])[NH:27][C:26]1=[O:25])[CH3:31])([C:36]([CH3:39])([CH3:37])[CH3:38])([CH3:35])[CH3:34]. (5) Given the reactants [F:1][C:2]1[CH:3]=[N:4][C:5]2[C:10]([C:11]=1[CH2:12][CH2:13][C:14](OCCCC)=[O:15])=[N:9][C:8]([O:21][CH3:22])=[CH:7][CH:6]=2.[H-].[Al+3].[Li+].[H-].[H-].[H-].[OH-].[Na+].S([O-])([O-])(=O)=O.[Na+].[Na+], predict the reaction product. The product is: [F:1][C:2]1[CH:3]=[N:4][C:5]2[C:10]([C:11]=1[CH2:12][CH2:13][CH2:14][OH:15])=[N:9][C:8]([O:21][CH3:22])=[CH:7][CH:6]=2.